This data is from Peptide-MHC class I binding affinity with 185,985 pairs from IEDB/IMGT. The task is: Regression. Given a peptide amino acid sequence and an MHC pseudo amino acid sequence, predict their binding affinity value. This is MHC class I binding data. (1) The peptide sequence is NPDVTLVQY. The MHC is Mamu-A2201 with pseudo-sequence Mamu-A2201. The binding affinity (normalized) is 0.647. (2) The peptide sequence is WPTPKTHPV. The MHC is HLA-B08:01 with pseudo-sequence HLA-B08:01. The binding affinity (normalized) is 0.527. (3) The peptide sequence is SLQTCAGVI. The MHC is HLA-A02:01 with pseudo-sequence HLA-A02:01. The binding affinity (normalized) is 0.265. (4) The peptide sequence is ATVSADPL. The MHC is HLA-A68:02 with pseudo-sequence HLA-A68:02. The binding affinity (normalized) is 0.0154.